This data is from NCI-60 drug combinations with 297,098 pairs across 59 cell lines. The task is: Regression. Given two drug SMILES strings and cell line genomic features, predict the synergy score measuring deviation from expected non-interaction effect. (1) Drug 1: C1CC(=O)NC(=O)C1N2CC3=C(C2=O)C=CC=C3N. Drug 2: CC1=C2C(C(=O)C3(C(CC4C(C3C(C(C2(C)C)(CC1OC(=O)C(C(C5=CC=CC=C5)NC(=O)C6=CC=CC=C6)O)O)OC(=O)C7=CC=CC=C7)(CO4)OC(=O)C)O)C)OC(=O)C. Cell line: RXF 393. Synergy scores: CSS=6.62, Synergy_ZIP=-6.59, Synergy_Bliss=0.386, Synergy_Loewe=-24.7, Synergy_HSA=-0.828. (2) Cell line: SW-620. Drug 2: C(CN)CNCCSP(=O)(O)O. Drug 1: COC1=C(C=C2C(=C1)N=CN=C2NC3=CC(=C(C=C3)F)Cl)OCCCN4CCOCC4. Synergy scores: CSS=2.95, Synergy_ZIP=-0.119, Synergy_Bliss=1.58, Synergy_Loewe=4.27, Synergy_HSA=2.84. (3) Cell line: MCF7. Synergy scores: CSS=14.1, Synergy_ZIP=-5.40, Synergy_Bliss=-2.58, Synergy_Loewe=-38.9, Synergy_HSA=-0.717. Drug 2: CCC1=C2CN3C(=CC4=C(C3=O)COC(=O)C4(CC)O)C2=NC5=C1C=C(C=C5)O. Drug 1: C1=CN(C(=O)N=C1N)C2C(C(C(O2)CO)O)O.Cl. (4) Drug 1: CN1C(=O)N2C=NC(=C2N=N1)C(=O)N. Drug 2: C(CCl)NC(=O)N(CCCl)N=O. Cell line: LOX IMVI. Synergy scores: CSS=31.7, Synergy_ZIP=-5.57, Synergy_Bliss=-4.15, Synergy_Loewe=-3.89, Synergy_HSA=-1.26. (5) Drug 1: C1C(C(OC1N2C=C(C(=O)NC2=O)F)CO)O. Drug 2: CC1CCC2CC(C(=CC=CC=CC(CC(C(=O)C(C(C(=CC(C(=O)CC(OC(=O)C3CCCCN3C(=O)C(=O)C1(O2)O)C(C)CC4CCC(C(C4)OC)O)C)C)O)OC)C)C)C)OC. Cell line: BT-549. Synergy scores: CSS=16.3, Synergy_ZIP=-7.40, Synergy_Bliss=-5.83, Synergy_Loewe=-3.40, Synergy_HSA=-2.47.